From a dataset of Experimentally validated miRNA-target interactions with 360,000+ pairs, plus equal number of negative samples. Binary Classification. Given a miRNA mature sequence and a target amino acid sequence, predict their likelihood of interaction. (1) The miRNA is hsa-miR-1267 with sequence CCUGUUGAAGUGUAAUCCCCA. The protein sequence of the target gene is MGDYGFGVLVQSNTGNKSAFPVRFHPHLQPPHHHQNATPSPAAFINNNTAANGSSAGSAWLFPAPATHNIQDEILGSEKAKSQQQEQQDPLEKQQLSPSPGQEAGILPETEKAKSEENQGDNSSENGNGKEKIRIESPVLTGFDYQEATGLGTSTQPLTSSASSLTGFSNWSAAIAPSSSTIINEDASFFHQGGVPAASANNGALLFQNFPHHVSPGFGGSFSPQIGPLSQHHPHHPHFQHHHSQHQQQRRSPASPHPPPFTHRNAAFNQLPHLANNLNKPPSPWSSYQSPSPTPSSSWS.... Result: 1 (interaction). (2) The miRNA is ath-miR157a-5p with sequence UUGACAGAAGAUAGAGAGCAC. The protein sequence of the target gene is MAAKGAHGTHLKVESEVERCRAEGQWDRMFELARHLQMLGISGGGSSNRRNSPSGRFTTLDTDDFVKLLLAEALLEQCLKDNHDKIKNSIPLLEKTDHRLNEAKDHLSSLLNNGKLPPQYMCEAMLILGKLHYVEGSYRDAVSMYARAGIDDISVENKPLYQMRLLSEAFVIKGLSLERLPNSVASHIRLTEREEEVVACFERASWVAQVFLQELEKTSNNSTSRHLKGSLSPDYELSYFLEAALQSAYVKNLKKGNIVKGMRELREILRTVETKATQNFKVVAAKHLAGVLLHSLSEDC.... Result: 0 (no interaction). (3) The miRNA is hsa-miR-519b-5p with sequence CUCUAGAGGGAAGCGCUUUCUG. The protein sequence of the target gene is MAEGGAADLDTQRSDIATLLKTSLRKGDTWYLVDSRWFKQWKKYVGFDSWDKYQMGDQNVYPGPIDNSGLLKDGDAQSLKEHLIDELDYILLPTEGWNKLVSWYTLMEGQEPIARKVVEQGMFVKHCKVEVYLTELKLCENGNMNNVVTRRFSKADTIDTIEKEIRKIFSIPDEKETRLWNKYMSNTFEPLNKPDSTIQDAGLYQGQVLVIEQKNEDGTWPRGPSTPKSPGASNFSTLPKISPSSLSNNYNNMNNRNVKNSNYCLPSYTAYKNYDYSEPGRNNEQPGLCGLSNLGNTCFM.... Result: 0 (no interaction). (4) The miRNA is cel-miR-61-3p with sequence UGACUAGAACCGUUACUCAUC. The protein sequence of the target gene is MEPGLLRPAPVSEVIVLHYNYTGKLRGARYQPGAGLRADAAVCLAVCAFIVLENLAVLLVLVRHPRFHAPMFLLLGSLTLSDLLAGAAYATNILLSGPLTLRLSPALWFAREGGVFVALAASVLSLLAIALERHLTMARRGPAPAASRARTLAMAVAAWGASLLLGLLPALGWNCLGRLETCSTVLPLYAKAYVLFCVLAFLGILAAICALYARIYCQVRANARRLRAGPGSRRATSSSRSRHTPRSLALLRTLSVVLLAFVACWGPLFLLLLLDVACPARACPVLLQADPFLGLAMANS.... Result: 0 (no interaction). (5) The miRNA is hsa-miR-6506-5p with sequence ACUGGGAUGUCACUGAAUAUGGU. The protein sequence of the target gene is MAMVERPRPEWASYHNCNSNSCQDLGNSVLLLLGLIICINISINIVTLLWSRFRGVLYQVFHDTICEKEAPKSSLLRKQTQPPKKQSSPAVHLRCTMDPVMMTVSPPPAHRHRRRGSPTRCAHCPVAWAPDTDDEKPHQYPAICSYHWDVPEDWEGFQHTQGTWVPWSQDAPESPPQTIRFQPTVEERPLKTGIWSELGLRAYVYPVNPPPPSPEAPSHKNGGEGAVPEAEAAQYQPVPAPTLGPAVIPEFSRHRSSGRIVYDARDMRRRLRELTREVEALSGCYPLASGSSTAEETSKN.... Result: 1 (interaction). (6) The protein sequence of the target gene is MGKLQSKHAAAARKRRESPEGDSFVASAYASGRKGAEEAERRARDKQELPNGDPKEGPFREDQCPLQVALPAEKAEGREHPGQLLSADDGERAANREGPRGPGGQRLNIDALQCDVSVEEDDRQEWTFTLYDFDNCGKVTREDMSSLMHTIYEVVDASVNHSSGSSKTLRVKLTVSPEPSSKRKEGPPAGQDREPTRCRMEGELAEEPRVADRRLSAHVRRPSTDPQPCSERGPYCVDENTERRNHYLDLAGIENYTSRFGPGSPPVQAKQEPQGRASHLQARSRSQEPDTHAVHHRRSQ.... Result: 0 (no interaction). The miRNA is hsa-miR-4526 with sequence GCUGACAGCAGGGCUGGCCGCU. (7) The miRNA is hsa-miR-6864-3p with sequence GUGAGACUUCUCUCCCUUCAG. The protein sequence of the target gene is MRNCKMARVASVLGLVMLSVALLILSLISYVSLKKENIFTTPKYASPGAPRMYMFHAGFRSQFALKFLDPSFVPITNSLTQELQEKPSKWKFNRTAFLHQRQEILQHVDVIKNFSLTKNSVRIGQLMHYDYSSHKYVFSISNNFRSLLPDVSPIMNKHYNICAVVGNSGILTGSQCGQEIDKSDFVFRCNFAPTEAFQRDVGRKTNLTTFNPSILEKYYNNLLTIQDRNNFFLSLKKLDGAILWIPAFFFHTSATVTRTLVDFFVEHRGQLKVQLAWPGNIMQHVNRYWKNKHLSPKRLS.... Result: 1 (interaction). (8) The miRNA is hsa-miR-890 with sequence UACUUGGAAAGGCAUCAGUUG. Result: 0 (no interaction). The protein sequence of the target gene is MVGGGGKRRPGGEGPQCEKTTDVKKSKFCEADVSSDLRKEVENHYKLSLPEDFYHFWKFCEELDPEKPSDSLSASLGLQLVGPYDILAGKHKTKKKSTGLNFNLHWRFYYDPPEFQTIIIGDNKTQYHMGYFRDSPDEFPVYVGINEAKKNCIIVPNGDNVFAAVKLFLTKKLREITDKKKINLLKNIDEKLTEAARELGYSLEQRTVKMKQRDKKVVTKTFHGAGLVVPVDKNDVGYRELPETDADLKRICKTIVEAASDEERLKAFAPIQEMMTFVQFANDECDYGMGLELGMDLFCY.... (9) The miRNA is mmu-miR-295-3p with sequence AAAGUGCUACUACUUUUGAGUCU. The protein sequence of the target gene is MGTVPDPLRSAKTSLIAASGKEDDLGEPQAASPRHRPALLCKNANGFSGAPAEPDLSPRAAAEALMQVCEHETTQPDMSSPGVFNEVQKAPATFNSPGNPQLPGSSQPAASAPSSAAGRDLIHTPLTMPANQHTCQSIPGDQPNAITSSMPEDSLMRSQRTSNREQPEKPSCPVGGVLSSSKDQVSCEFPSPETIQGTVQTPVTAARVVSHSSSPVGGPEGERQGAICDSEMRSCKPLTRESGCSENKQPSVTASGPQGTTSVTPQPTPLTSEPSACPPGPEKVPLPAQRQMSRFKEAST.... Result: 0 (no interaction).